From a dataset of Full USPTO retrosynthesis dataset with 1.9M reactions from patents (1976-2016). Predict the reactants needed to synthesize the given product. (1) Given the product [OH:12][C:11]1[C:4]([O:3][CH3:13])=[C:5]([CH:8]=[CH:9][CH:10]=1)[CH:6]=[O:7], predict the reactants needed to synthesize it. The reactants are: [H-].[Na+].[OH:3][C:4]1[C:11]([OH:12])=[CH:10][CH:9]=[CH:8][C:5]=1[CH:6]=[O:7].[CH3:13]I. (2) Given the product [CH3:12][C:9]1[CH:10]=[C:11]2[C:6](=[CH:7][CH:8]=1)[N:5]=[C:4]([N:13]1[CH2:19][C:18]3[CH:20]=[CH:21][CH:22]=[CH:23][C:17]=3[S:16](=[O:25])(=[O:24])[CH2:15][CH2:14]1)[CH:3]=[C:2]2[N:30]1[CH2:31][CH2:32][N:27]([CH3:26])[CH2:28][CH2:29]1, predict the reactants needed to synthesize it. The reactants are: Cl[C:2]1[C:11]2[C:6](=[CH:7][CH:8]=[C:9]([CH3:12])[CH:10]=2)[N:5]=[C:4]([N:13]2[CH2:19][C:18]3[CH:20]=[CH:21][CH:22]=[CH:23][C:17]=3[S:16](=[O:25])(=[O:24])[CH2:15][CH2:14]2)[CH:3]=1.[CH3:26][N:27]1[CH2:32][CH2:31][NH:30][CH2:29][CH2:28]1.